From a dataset of Forward reaction prediction with 1.9M reactions from USPTO patents (1976-2016). Predict the product of the given reaction. (1) Given the reactants Cl[C:2]1[C:3](=[O:16])[NH:4][C:5]2[C:10]([N:11]=1)=[CH:9][C:8]([C:12]([O:14][CH3:15])=[O:13])=[CH:7][CH:6]=2.[CH3:17][NH:18][CH:19]([CH3:21])[CH3:20].CCN(C(C)C)C(C)C, predict the reaction product. The product is: [CH3:17][N:18]([CH:19]([CH3:21])[CH3:20])[C:2]1[C:3](=[O:16])[NH:4][C:5]2[C:10]([N:11]=1)=[CH:9][C:8]([C:12]([O:14][CH3:15])=[O:13])=[CH:7][CH:6]=2. (2) Given the reactants [CH3:1][N:2]1[CH:6]=[C:5]([C:7]2[CH:12]=[CH:11][C:10]([C:13]3[C:22]4[C:17](=[CH:18][CH:19]=[C:20]([NH2:23])[CH:21]=4)[CH:16]=[N:15][CH:14]=3)=[CH:9][CH:8]=2)[CH:4]=[N:3]1.[O:24]1[C:28](=[O:29])[CH2:27][CH2:26][C:25]1=O.C(N(CC)CC)C, predict the reaction product. The product is: [CH3:1][N:2]1[CH:6]=[C:5]([C:7]2[CH:12]=[CH:11][C:10]([C:13]3[C:22]4[C:17](=[CH:18][CH:19]=[C:20]([N:23]5[C:25](=[O:24])[CH2:26][CH2:27][C:28]5=[O:29])[CH:21]=4)[CH:16]=[N:15][CH:14]=3)=[CH:9][CH:8]=2)[CH:4]=[N:3]1. (3) Given the reactants [Cl:1][C:2]1[CH:17]=[CH:16][CH:15]=[CH:14][C:3]=1[CH2:4][C:5]1([CH3:13])[N:9]([CH3:10])[C:8](=[O:11])[NH:7][C:6]1=[O:12].C([O-])([O-])=O.[K+].[K+].Br[CH2:25][C:26]([C:28]1[CH:33]=[CH:32][CH:31]=[CH:30][CH:29]=1)=[O:27], predict the reaction product. The product is: [Cl:1][C:2]1[CH:17]=[CH:16][CH:15]=[CH:14][C:3]=1[CH2:4][C:5]1([CH3:13])[N:9]([CH3:10])[C:8](=[O:11])[N:7]([CH2:25][C:26](=[O:27])[C:28]2[CH:33]=[CH:32][CH:31]=[CH:30][CH:29]=2)[C:6]1=[O:12]. (4) The product is: [CH2:1]([C:8]1[NH:13][C:12](=[O:14])[C:11]([C:27]2[CH:28]=[CH:29][C:24]([O:23][CH2:16][C:17]3[CH:18]=[CH:19][CH:20]=[CH:21][CH:22]=3)=[C:25]([F:33])[CH:26]=2)=[CH:10][N:9]=1)[C:2]1[CH:7]=[CH:6][CH:5]=[CH:4][CH:3]=1. Given the reactants [CH2:1]([C:8]1[NH:13][C:12](=[O:14])[C:11](Br)=[CH:10][N:9]=1)[C:2]1[CH:7]=[CH:6][CH:5]=[CH:4][CH:3]=1.[CH2:16]([O:23][C:24]1[CH:29]=[CH:28][C:27](B(O)O)=[CH:26][C:25]=1[F:33])[C:17]1[CH:22]=[CH:21][CH:20]=[CH:19][CH:18]=1.[Cl-].[Li+], predict the reaction product. (5) Given the reactants [Cl:1][C:2]([Cl:6])([Cl:5])[CH2:3][OH:4].CCN(CC)CC.[Br:14][CH2:15][C:16]1[CH:24]=[CH:23][C:19]([C:20](Br)=[O:21])=[CH:18][CH:17]=1.O, predict the reaction product. The product is: [Cl:1][C:2]([Cl:6])([Cl:5])[CH2:3][O:4][C:20](=[O:21])[C:19]1[CH:23]=[CH:24][C:16]([CH2:15][Br:14])=[CH:17][CH:18]=1. (6) Given the reactants [CH2:1]([NH:3][CH2:4][C:5]1[CH:10]=[CH:9][C:8]([CH2:11][N:12]2[CH2:17][CH2:16][N:15]([C:18]3[C:23]([C:24]([O:26][CH:27]([CH3:29])[CH3:28])=[O:25])=[CH:22][CH:21]=[CH:20][N:19]=3)[CH2:14][CH2:13]2)=[CH:7][CH:6]=1)[CH3:2].[Cl:30][C:31]1[CH:32]=[C:33]([CH:36]=[CH:37][CH:38]=1)[CH:34]=O.C(O)(=O)C.C([BH3-])#N.[Na+], predict the reaction product. The product is: [Cl:30][C:31]1[CH:32]=[C:33]([CH2:34][N:3]([CH2:4][C:5]2[CH:10]=[CH:9][C:8]([CH2:11][N:12]3[CH2:13][CH2:14][N:15]([C:18]4[C:23]([C:24]([O:26][CH:27]([CH3:28])[CH3:29])=[O:25])=[CH:22][CH:21]=[CH:20][N:19]=4)[CH2:16][CH2:17]3)=[CH:7][CH:6]=2)[CH2:1][CH3:2])[CH:36]=[CH:37][CH:38]=1.